This data is from Full USPTO retrosynthesis dataset with 1.9M reactions from patents (1976-2016). The task is: Predict the reactants needed to synthesize the given product. (1) The reactants are: Br[C:2]1[CH:7]=[CH:6][C:5]([F:8])=[CH:4][C:3]=1[CH2:9][O:10]COC.C([Li])CCC.[B:19](OC(C)C)(OC(C)C)[O:20]C(C)C.Cl. Given the product [F:8][C:5]1[CH:6]=[CH:7][C:2]2[B:19]([OH:20])[O:10][CH2:9][C:3]=2[CH:4]=1, predict the reactants needed to synthesize it. (2) Given the product [Cl:61][C:46]1[C:47]([NH:50][C@@H:51]2[C@@H:56]3[CH2:57][C@@H:53]([CH:54]=[CH:55]3)[C@@H:52]2[C:58]([NH2:60])=[O:59])=[C:48]2[N:49]=[C:82]([C:79]3[CH:80]=[CH:81][C:76]([CH2:75][N:72]4[CH2:73][CH2:74][NH:69][CH2:70][CH2:71]4)=[CH:77][C:78]=3[O:84][CH3:85])[NH:42][C:43]2=[N:44][CH:45]=1, predict the reactants needed to synthesize it. The reactants are: FC(F)(F)C(O)=O.ClC1C(N[C@@H]2[C@@H]3C[C@@H](C=C3)[C@@H]2C(N)=O)=C2N=C(C3C=CC(CN4CCOCC4)=CC=3)NC2=NC=1.[NH2:42][C:43]1[C:48]([NH2:49])=[C:47]([NH:50][C@@H:51]2[C@@H:56]3[CH2:57][C@@H:53]([CH:54]=[CH:55]3)[C@@H:52]2[C:58]([NH2:60])=[O:59])[C:46]([Cl:61])=[CH:45][N:44]=1.C(OC([N:69]1[CH2:74][CH2:73][N:72]([CH2:75][C:76]2[CH:81]=[CH:80][C:79]([CH:82]=O)=[C:78]([O:84][CH3:85])[CH:77]=2)[CH2:71][CH2:70]1)=O)(C)(C)C.FC(F)(F)C(O)=O. (3) Given the product [N:8]1([C:2]2[CH:7]=[N:6][CH:5]=[CH:4][N:3]=2)[CH2:13][CH2:12][CH2:11][CH2:10][CH2:9]1, predict the reactants needed to synthesize it. The reactants are: Cl[C:2]1[CH:7]=[N:6][CH:5]=[CH:4][N:3]=1.[NH:8]1[CH2:13][CH2:12][CH2:11][CH2:10][CH2:9]1.NC1C=NC=CN=1. (4) Given the product [CH3:20][O:19][C:14]1[CH:15]=[CH:16][CH:17]=[CH:18][C:13]=1[C:12]1[N:6]2[C:7]([CH:8]=[N:9][C:4]([NH:44][C:41]3[CH:40]=[CH:39][C:38]([CH2:37][N:34]4[CH2:33][CH2:32][N:31]([CH3:30])[CH2:36][CH2:35]4)=[CH:43][CH:42]=3)=[N:5]2)=[CH:10][CH:11]=1, predict the reactants needed to synthesize it. The reactants are: CS([C:4]1[N:9]=[CH:8][C:7]2=[CH:10][CH:11]=[C:12]([C:13]3[CH:18]=[CH:17][CH:16]=[CH:15][C:14]=3[O:19][CH3:20])[N:6]2[N:5]=1)=O.C(N(CC)C(C)C)(C)C.[CH3:30][N:31]1[CH2:36][CH2:35][N:34]([CH2:37][C:38]2[CH:43]=[CH:42][C:41]([NH2:44])=[CH:40][CH:39]=2)[CH2:33][CH2:32]1.COCC(O)C.